Dataset: Full USPTO retrosynthesis dataset with 1.9M reactions from patents (1976-2016). Task: Predict the reactants needed to synthesize the given product. (1) Given the product [Cl:1][C:2]1[CH:3]=[N:4][C:5]2[C:10]([CH:11]=1)=[CH:9][C:8]([CH2:12][C:23]1[CH:22]=[C:17]([CH:16]=[C:15]([CH3:14])[N:24]=1)[C:18]([O:20][CH3:21])=[O:19])=[CH:7][CH:6]=2, predict the reactants needed to synthesize it. The reactants are: [Cl:1][C:2]1[CH:3]=[N:4][C:5]2[C:10]([CH:11]=1)=[CH:9][C:8]([CH2:12]Cl)=[CH:7][CH:6]=2.[CH3:14][C:15]1[CH:16]=[C:17]([CH:22]=[C:23]([Sn](C)(C)C)[N:24]=1)[C:18]([O:20][CH3:21])=[O:19].O1CCOCC1. (2) The reactants are: C(O[CH:4](OCC)[CH2:5][O:6][C@H:7]([CH2:17][CH:18]=[CH2:19])[CH2:8][O:9][CH2:10][C:11]1[CH:16]=[CH:15][CH:14]=[CH:13][CH:12]=1)C.S(O)(O)(=O)=O.[NH2:28][OH:29].C([O-])(=O)C.[Na+]. Given the product [CH2:10]([O:9][CH2:8][C@H:7]([O:6][CH2:5][CH:4]=[N:28][OH:29])[CH2:17][CH:18]=[CH2:19])[C:11]1[CH:16]=[CH:15][CH:14]=[CH:13][CH:12]=1, predict the reactants needed to synthesize it. (3) Given the product [C:15]([C:12]1[CH:13]=[CH:14][C:9]([O:8][CH2:7][C:6]([OH:5])=[O:19])=[C:10]([C:17]#[C:18][C:21]2[CH:26]=[N:25][CH:24]=[C:23]([S:27]([CH3:30])(=[O:29])=[O:28])[CH:22]=2)[CH:11]=1)#[N:16], predict the reactants needed to synthesize it. The reactants are: C([O:5][C:6](=[O:19])[CH2:7][O:8][C:9]1[CH:14]=[CH:13][C:12]([C:15]#[N:16])=[CH:11][C:10]=1[C:17]#[CH:18])(C)(C)C.Br[C:21]1[CH:22]=[C:23]([S:27]([CH3:30])(=[O:29])=[O:28])[CH:24]=[N:25][CH:26]=1. (4) Given the product [CH3:9][S:10]([O:8][CH2:7][CH2:6][CH2:5][CH2:4][O:3][CH:1]=[CH2:2])(=[O:12])=[O:11], predict the reactants needed to synthesize it. The reactants are: [CH:1]([O:3][CH2:4][CH2:5][CH2:6][CH2:7][OH:8])=[CH2:2].[CH3:9][S:10](Cl)(=[O:12])=[O:11]. (5) Given the product [N:17]1[C:18]2[C:13](=[C:12]([NH:9][C:10]([N:6]3[CH2:5][CH2:4][NH:3][C:2]([CH3:8])([CH3:1])[CH2:7]3)=[S:11])[CH:21]=[CH:20][CH:19]=2)[CH:14]=[CH:15][CH:16]=1, predict the reactants needed to synthesize it. The reactants are: [CH3:1][C:2]1([CH3:8])[CH2:7][NH:6][CH2:5][CH2:4][NH:3]1.[N:9]([C:12]1[CH:21]=[CH:20][CH:19]=[C:18]2[C:13]=1[CH:14]=[CH:15][CH:16]=[N:17]2)=[C:10]=[S:11].